Dataset: Reaction yield outcomes from USPTO patents with 853,638 reactions. Task: Predict the reaction yield, written as a fraction of the theoretical maximum amount of product (1.0 means a 100% yield; for example, 0.34 means a 34% yield). (1) The reactants are [K+].[N:2]1([CH2:8][C:9]([O-:11])=O)[CH2:7][CH2:6][O:5][CH2:4][CH2:3]1.FC(F)(F)C(O)=O.[C:19]1([C:25]2[CH:30]=[C:29]([CH:31]3[CH2:36][CH2:35][NH:34][CH2:33][CH2:32]3)[CH:28]=[CH:27][C:26]=2[NH:37][C:38]([C:40]2[NH:41][CH:42]=[C:43]([C:45]#[N:46])[N:44]=2)=[O:39])[CH2:24][CH2:23][CH2:22][CH2:21][CH:20]=1.C1CN([P+](Br)(N2CCCC2)N2CCCC2)CC1.F[P-](F)(F)(F)(F)F.CCN(C(C)C)C(C)C. The catalyst is C(Cl)Cl. The product is [C:19]1([C:25]2[CH:30]=[C:29]([CH:31]3[CH2:32][CH2:33][N:34]([C:9](=[O:11])[CH2:8][N:2]4[CH2:3][CH2:4][O:5][CH2:6][CH2:7]4)[CH2:35][CH2:36]3)[CH:28]=[CH:27][C:26]=2[NH:37][C:38]([C:40]2[NH:41][CH:42]=[C:43]([C:45]#[N:46])[N:44]=2)=[O:39])[CH2:24][CH2:23][CH2:22][CH2:21][CH:20]=1. The yield is 0.120. (2) The reactants are Br[C:2]1[CH:7]=[CH:6][C:5]([Br:8])=[CH:4][N:3]=1.C([Li])CCC.[CH:14](=[O:18])[CH2:15][CH2:16][CH3:17]. The yield is 0.700. The product is [Br:8][C:5]1[CH:6]=[CH:7][C:2]([CH:14]([OH:18])[CH2:15][CH2:16][CH3:17])=[N:3][CH:4]=1. The catalyst is C1(C)C=CC=CC=1. (3) The reactants are [OH:1][CH2:2][CH2:3][N:4]1[CH2:8][CH2:7][NH:6][C:5]1=[O:9].CCN(CC)CC.[CH3:17][S:18](Cl)(=[O:20])=[O:19]. The catalyst is C(Cl)Cl. The product is [CH3:17][S:18]([O:1][CH2:2][CH2:3][N:4]1[CH2:8][CH2:7][NH:6][C:5]1=[O:9])(=[O:20])=[O:19]. The yield is 0.440. (4) The reactants are [Si]([O:8][C:9]1[CH:10]=[C:11]2[C:15](=[CH:16][CH:17]=1)[NH:14][CH:13]=[C:12]2[CH:18]1[CH2:23][CH2:22][N:21]([CH3:24])[CH2:20][CH2:19]1)(C(C)(C)C)(C)C.[H-].[K+].[F:27][C:28]1[CH:35]=[CH:34][C:31]([CH2:32]Br)=[CH:30][CH:29]=1.ClCCl. The catalyst is CO. The product is [F:27][C:28]1[CH:35]=[CH:34][C:31]([CH2:32][N:14]2[C:15]3[C:11](=[CH:10][C:9]([OH:8])=[CH:17][CH:16]=3)[C:12]([CH:18]3[CH2:19][CH2:20][N:21]([CH3:24])[CH2:22][CH2:23]3)=[CH:13]2)=[CH:30][CH:29]=1. The yield is 0.900. (5) The reactants are CC(C)([O-])C.[K+].Cl.Br[C:9]1[CH:14]=[CH:13][CH:12]=[CH:11][N:10]=1.[C:15]([N:22]1[CH2:28][CH2:27][CH2:26][NH:25][CH2:24][CH2:23]1)([O:17][C:18]([CH3:21])([CH3:20])[CH3:19])=[O:16]. The catalyst is O1CCOCC1.C1C=CC(/C=C/C(/C=C/C2C=CC=CC=2)=O)=CC=1.C1C=CC(/C=C/C(/C=C/C2C=CC=CC=2)=O)=CC=1.C1C=CC(/C=C/C(/C=C/C2C=CC=CC=2)=O)=CC=1.[Pd].[Pd].C(OCC)(=O)C.O. The product is [N:10]1[CH:11]=[CH:12][CH:13]=[CH:14][C:9]=1[CH:23]1[CH2:24][NH:25][CH2:26][CH2:27][CH2:28][N:22]1[C:15]([O:17][C:18]([CH3:21])([CH3:20])[CH3:19])=[O:16]. The yield is 0.820.